The task is: Predict the product of the given reaction.. This data is from Forward reaction prediction with 1.9M reactions from USPTO patents (1976-2016). (1) Given the reactants [O:1]1[CH2:6][CH2:5][N:4]([CH2:7][CH2:8][O:9]C2C=C3C(=CC=2)C(=O)C(C2C=NC=CC=2)=C3C2C=CC=CC=2)[CH2:3][CH2:2]1.O1CCN(CCO[C:41]2[CH:49]=[C:48]3[C:44]([C:45]([C:52]4[CH:57]=[CH:56][CH:55]=[CH:54][CH:53]=4)=[C:46](Br)[C:47]3=[O:50])=[CH:43][CH:42]=2)CC1.B(O)(O)[C:59]1[CH:60]=[CH:61][C:62]([CH3:65])=[CH:63][CH:64]=1, predict the reaction product. The product is: [O:1]1[CH2:6][CH2:5][N:4]([CH2:7][CH2:8][O:9][C:42]2[CH:43]=[C:44]3[C:48](=[CH:49][CH:41]=2)[C:47](=[O:50])[C:46]([C:59]2[CH:64]=[CH:63][C:62]([CH3:65])=[CH:61][CH:60]=2)=[C:45]3[C:52]2[CH:53]=[CH:54][CH:55]=[CH:56][CH:57]=2)[CH2:3][CH2:2]1. (2) Given the reactants C(OC([NH:8][C:9]1[CH:14]=[CH:13][CH:12]=[C:11]([O:15][CH3:16])[C:10]=1[C:17](=[O:23])[C:18](OCC)=[O:19])=O)(C)(C)C.OS(O)(=O)=O, predict the reaction product. The product is: [CH3:16][O:15][C:11]1[CH:12]=[CH:13][CH:14]=[C:9]2[C:10]=1[C:17](=[O:23])[C:18](=[O:19])[NH:8]2. (3) Given the reactants C(OC(=O)[NH:7][C@H:8]1[CH2:13][CH2:12][C@H:11]([NH:14][CH2:15][C:16]2[C:21]([CH3:22])=[CH:20][C:19]([CH3:23])=[CH:18][N:17]=2)[CH2:10][CH2:9]1)(C)(C)C.[CH:25]([C:28]1[C:29]([CH:34]=O)=[N:30][CH:31]=[CH:32][CH:33]=1)([CH3:27])[CH3:26].[BH-](OC(C)=O)(OC(C)=O)OC(C)=O.[Na+], predict the reaction product. The product is: [CH3:22][C:21]1[C:16]([CH2:15][N:14]([CH2:34][C:29]2[C:28]([CH:25]([CH3:27])[CH3:26])=[CH:33][CH:32]=[CH:31][N:30]=2)[C@H:11]2[CH2:10][CH2:9][C@H:8]([NH2:7])[CH2:13][CH2:12]2)=[N:17][CH:18]=[C:19]([CH3:23])[CH:20]=1. (4) Given the reactants Cl.[Cl:2][C:3]1[CH:8]=[CH:7][C:6]([C:9]2([OH:34])[CH2:14][CH2:13][N:12]([CH2:15][CH2:16][CH:17]=[C:18]3[C:24]4[CH:25]=[CH:26][CH:27]=[CH:28][C:23]=4[C:22](=[O:29])[NH:21][C:20]4[CH:30]=[CH:31][CH:32]=[CH:33][C:19]3=4)[CH2:11][CH2:10]2)=[CH:5][CH:4]=1.[H-].[Na+].[CH2:37](Br)[C:38]1[CH:43]=[CH:42][CH:41]=[CH:40][CH:39]=1.O, predict the reaction product. The product is: [CH2:37]([N:21]1[C:22](=[O:29])[C:23]2[CH:28]=[CH:27][CH:26]=[CH:25][C:24]=2[C:18](=[CH:17][CH2:16][CH2:15][N:12]2[CH2:13][CH2:14][C:9]([C:6]3[CH:7]=[CH:8][C:3]([Cl:2])=[CH:4][CH:5]=3)([OH:34])[CH2:10][CH2:11]2)[C:19]2[CH:33]=[CH:32][CH:31]=[CH:30][C:20]1=2)[C:38]1[CH:43]=[CH:42][CH:41]=[CH:40][CH:39]=1.